Predict which catalyst facilitates the given reaction. From a dataset of Catalyst prediction with 721,799 reactions and 888 catalyst types from USPTO. Reactant: C(OC([N:8]1[CH2:13][CH2:12][CH2:11][C@H:10]([O:14][C:15]2[CH:16]=[C:17]3[C:22](=[CH:23][CH:24]=2)[C:21](=[O:25])[NH:20][CH:19]=[C:18]3[CH3:26])[CH2:9]1)=O)(C)(C)C.C(O)(C(F)(F)F)=O. Product: [CH3:26][C:18]1[C:17]2[C:22](=[CH:23][CH:24]=[C:15]([O:14][C@H:10]3[CH2:11][CH2:12][CH2:13][NH:8][CH2:9]3)[CH:16]=2)[C:21](=[O:25])[NH:20][CH:19]=1. The catalyst class is: 2.